This data is from CYP2C19 inhibition data for predicting drug metabolism from PubChem BioAssay. The task is: Regression/Classification. Given a drug SMILES string, predict its absorption, distribution, metabolism, or excretion properties. Task type varies by dataset: regression for continuous measurements (e.g., permeability, clearance, half-life) or binary classification for categorical outcomes (e.g., BBB penetration, CYP inhibition). Dataset: cyp2c19_veith. The molecule is C#C[C@]1(O)CC[C@@H]2[C@H]3CCC4=CCCC[C@@H]4[C@@H]3CC[C@@]21C. The result is 1 (inhibitor).